Dataset: Acute oral toxicity (LD50) regression data from Zhu et al.. Task: Regression/Classification. Given a drug SMILES string, predict its toxicity properties. Task type varies by dataset: regression for continuous values (e.g., LD50, hERG inhibition percentage) or binary classification for toxic/non-toxic outcomes (e.g., AMES mutagenicity, cardiotoxicity, hepatotoxicity). Dataset: ld50_zhu. The molecule is CCOP(=S)(OCC)Oc1cc2ccccc2oc1=O. The rat oral LD50 is 4.38, given as -log10 of the dose in mol/kg body weight (higher means more acutely toxic).